From a dataset of Reaction yield outcomes from USPTO patents with 853,638 reactions. Predict the reaction yield, written as a fraction of the theoretical maximum amount of product (1.0 means a 100% yield; for example, 0.34 means a 34% yield). (1) The reactants are [C:1]([C:5]1[CH:6]=[C:7]([NH:28][C:29]([NH:31][C@@H:32]2[C:41]3[C:36](=[CH:37][CH:38]=[CH:39][CH:40]=3)[C@H:35]([O:42][C:43]3[CH:44]=[CH:45][C:46]4[N:47]([C:49]([N:52]5[CH2:58][CH2:57][CH2:56][O:55][CH2:54][CH2:53]5)=[N:50][N:51]=4)[CH:48]=3)[CH2:34][CH2:33]2)=[O:30])[N:8]([C:10]2[CH:15]=[CH:14][C:13]([Cl:16])=[C:12]([O:17][Si](C(C)C)(C(C)C)C(C)C)[CH:11]=2)[N:9]=1)([CH3:4])([CH3:3])[CH3:2].CCCC[N+](CCCC)(CCCC)CCCC.[F-]. The catalyst is C1COCC1.O. The product is [C:1]([C:5]1[CH:6]=[C:7]([NH:28][C:29]([NH:31][C@@H:32]2[C:41]3[C:36](=[CH:37][CH:38]=[CH:39][CH:40]=3)[C@H:35]([O:42][C:43]3[CH:44]=[CH:45][C:46]4[N:47]([C:49]([N:52]5[CH2:58][CH2:57][CH2:56][O:55][CH2:54][CH2:53]5)=[N:50][N:51]=4)[CH:48]=3)[CH2:34][CH2:33]2)=[O:30])[N:8]([C:10]2[CH:15]=[CH:14][C:13]([Cl:16])=[C:12]([OH:17])[CH:11]=2)[N:9]=1)([CH3:4])([CH3:2])[CH3:3]. The yield is 0.290. (2) The reactants are [Cl:1][C:2]1[C:3]2[CH:13]=[CH:12][CH:11]=[CH:10][C:4]=2[S:5][C:6]=1[C:7](O)=[O:8].[H-].[H-].[H-].[H-].[Li+].[Al+3]. The catalyst is C1COCC1. The product is [Cl:1][C:2]1[C:3]2[CH:13]=[CH:12][CH:11]=[CH:10][C:4]=2[S:5][C:6]=1[CH2:7][OH:8]. The yield is 0.460.